Dataset: Catalyst prediction with 721,799 reactions and 888 catalyst types from USPTO. Task: Predict which catalyst facilitates the given reaction. (1) Reactant: [CH3:1][CH:2]([CH3:19])[CH2:3][C:4]([C:6]1[CH:18]=[CH:17][C:9]([C:10]([O:12][C:13]([CH3:16])([CH3:15])[CH3:14])=[O:11])=[CH:8][CH:7]=1)=O.[CH3:20][C:21]1[CH:22]=[N+:23]([O-])[C:24]2[C:29]([CH:30]=1)=[CH:28][CH:27]=[CH:26][CH:25]=2.C([N:35](C(C)C)CC)(C)C.F[P-](F)(F)(F)(F)F.Br[P+](N1CCCC1)(N1CCCC1)N1CCCC1. Product: [CH3:1][CH:2]([CH3:19])[CH2:3][CH:4]([C:6]1[CH:18]=[CH:17][C:9]([C:10]([O:12][C:13]([CH3:16])([CH3:15])[CH3:14])=[O:11])=[CH:8][CH:7]=1)[NH:35][C:22]1[C:21]([CH3:20])=[CH:30][C:29]2[C:24](=[CH:25][CH:26]=[CH:27][CH:28]=2)[N:23]=1. The catalyst class is: 503. (2) Reactant: N1C=CN=C1.[CH3:6][P:7](Cl)([C:9]1[CH:14]=[CH:13][CH:12]=[CH:11][CH:10]=1)=[O:8].[C:16]([O:20][C:21]([N:23]1[C:31]2[C:26](=[CH:27][C:28]([OH:32])=[CH:29][CH:30]=2)[C:25]([C:33]2[N:34]([C:51]([O:53][C:54]([CH3:57])([CH3:56])[CH3:55])=[O:52])[C:35]3[C:40]([CH:41]=2)=[CH:39][C:38]([O:42][CH2:43][CH2:44][N:45]2[CH2:50][CH2:49][O:48][CH2:47][CH2:46]2)=[CH:37][CH:36]=3)=[N:24]1)=[O:22])([CH3:19])([CH3:18])[CH3:17]. Product: [C:16]([O:20][C:21]([N:23]1[C:31]2[C:26](=[CH:27][C:28]([O:32][P:7]([CH3:6])([C:9]3[CH:14]=[CH:13][CH:12]=[CH:11][CH:10]=3)=[O:8])=[CH:29][CH:30]=2)[C:25]([C:33]2[N:34]([C:51]([O:53][C:54]([CH3:57])([CH3:56])[CH3:55])=[O:52])[C:35]3[C:40]([CH:41]=2)=[CH:39][C:38]([O:42][CH2:43][CH2:44][N:45]2[CH2:50][CH2:49][O:48][CH2:47][CH2:46]2)=[CH:37][CH:36]=3)=[N:24]1)=[O:22])([CH3:19])([CH3:18])[CH3:17]. The catalyst class is: 4. (3) Reactant: [CH3:1][O:2][C:3]([C:5]1[CH:6]=[CH:7][C:8]2[C@:14]3([CH2:23][CH3:24])[CH2:15][CH2:16][C@:17]([OH:22])([CH2:19][CH2:20][CH3:21])[CH2:18][C@@H:13]3[CH2:12][CH2:11][CH2:10][C:9]=2[CH:25]=1)=[O:4].[CH3:26][O:27][C:28]([C:30]1[CH:31]=[CH:32][C:33]2[C@@:39]3([CH2:48][CH3:49])[CH2:40][CH2:41][C@@:42]([OH:47])([CH2:44][CH2:45][CH3:46])[CH2:43][C@H:38]3[CH2:37][CH2:36][CH2:35][C:34]=2[CH:50]=1)=[O:29].[I-].[K+].CC([O:57]O)(C)C. Product: [CH3:1][O:2][C:3]([C:5]1[CH:6]=[CH:7][C:8]2[C@@:14]3([CH2:23][CH3:24])[CH2:15][CH2:16][C@@:17]([OH:22])([CH2:19][CH2:20][CH3:21])[CH2:18][C@H:13]3[CH2:12][CH2:11][C:10](=[O:27])[C:9]=2[CH:25]=1)=[O:4].[CH3:26][O:27][C:28]([C:30]1[CH:31]=[CH:32][C:33]2[C@:39]3([CH2:48][CH3:49])[CH2:40][CH2:41][C@:42]([OH:47])([CH2:44][CH2:45][CH3:46])[CH2:43][C@@H:38]3[CH2:37][CH2:36][C:35](=[O:57])[C:34]=2[CH:50]=1)=[O:29]. The catalyst class is: 23.